Dataset: Forward reaction prediction with 1.9M reactions from USPTO patents (1976-2016). Task: Predict the product of the given reaction. (1) The product is: [CH3:1][O:2][C:3]1[CH:4]=[CH:5][C:6]([S:9]([N:12]([CH2:25][C:26]2[CH:27]=[N:28][CH:29]=[CH:30][CH:31]=2)[C@@H:13]([CH2:21][C:22]([F:24])=[CH2:23])[C:14]([OH:16])=[O:15])(=[O:10])=[O:11])=[CH:7][CH:8]=1. Given the reactants [CH3:1][O:2][C:3]1[CH:8]=[CH:7][C:6]([S:9]([N:12]([CH2:25][C:26]2[CH:27]=[N:28][CH:29]=[CH:30][CH:31]=2)[C@@H:13]([CH2:21][C:22]([F:24])=[CH2:23])[C:14]([O:16]C(C)(C)C)=[O:15])(=[O:11])=[O:10])=[CH:5][CH:4]=1.FC(F)(F)C(O)=O, predict the reaction product. (2) Given the reactants [C:1]([O:5][C:6](=[O:28])[NH:7][C:8]1[CH:13]=[CH:12][C:11](/[CH:14]=[CH:15]/[C:16]2[C:17]([O:23][CH3:24])=[N:18][CH:19]=[CH:20][C:21]=2[I:22])=[C:10]([N+:25]([O-])=O)[CH:9]=1)([CH3:4])([CH3:3])[CH3:2].O, predict the reaction product. The product is: [C:1]([O:5][C:6](=[O:28])[NH:7][C:8]1[CH:9]=[C:10]2[C:11]([CH:14]=[C:15]([C:16]3[C:17]([O:23][CH3:24])=[N:18][CH:19]=[CH:20][C:21]=3[I:22])[NH:25]2)=[CH:12][CH:13]=1)([CH3:4])([CH3:3])[CH3:2]. (3) Given the reactants [NH2:1][CH:2]1[C:8](=[O:9])[N:7]([CH3:10])[C:6]2[CH:11]=[CH:12][CH:13]=[CH:14][C:5]=2[C:4]2[CH:15]=[CH:16][CH:17]=[CH:18][C:3]1=2.[F:19][C:20]1[CH:21]=[C:22]([CH:32]=[C:33]([F:35])[CH:34]=1)[CH2:23][NH:24][C:25](=[O:31])[CH:26]([F:30])[C:27](O)=[O:28], predict the reaction product. The product is: [F:19][C:20]1[CH:21]=[C:22]([CH:32]=[C:33]([F:35])[CH:34]=1)[CH2:23][NH:24][C:25](=[O:31])[CH:26]([F:30])[C:27]([NH:1][CH:2]1[C:8](=[O:9])[N:7]([CH3:10])[C:6]2[CH:11]=[CH:12][CH:13]=[CH:14][C:5]=2[C:4]2[CH:15]=[CH:16][CH:17]=[CH:18][C:3]1=2)=[O:28]. (4) The product is: [CH2:11]([S:6][C:5]1[S:1][C:2]([S:7][C:17]2[C:18]([C:23]#[N:24])=[N:19][CH:20]=[CH:21][N:22]=2)=[N:3][N:4]=1)[CH2:12][CH2:13][CH2:14][CH3:15]. Given the reactants [S:1]1[C:5]([SH:6])=[N:4][N:3]=[C:2]1[SH:7].[H-].[Na+].I[CH2:11][CH2:12][CH2:13][CH2:14][CH3:15].Cl[C:17]1[C:18]([C:23]#[N:24])=[N:19][CH:20]=[CH:21][N:22]=1, predict the reaction product. (5) Given the reactants [Br:1][C:2]1[CH:7]=[CH:6][C:5]([CH3:8])=[C:4](I)[CH:3]=1.C([Mg]Cl)(C)C.C1COCC1.[Cl:20][C:21]1[CH:29]=[C:28]([N+:30]([O-:32])=[O:31])[CH:27]=[CH:26][C:22]=1[C:23](Cl)=[O:24], predict the reaction product. The product is: [Br:1][C:2]1[CH:7]=[CH:6][C:5]([CH3:8])=[C:4]([C:23]([C:22]2[CH:26]=[CH:27][C:28]([N+:30]([O-:32])=[O:31])=[CH:29][C:21]=2[Cl:20])=[O:24])[CH:3]=1. (6) Given the reactants FC(F)(F)C(O)=O.[Cl:8][C:9]1[C:10]([F:41])=[C:11]([CH:15]2[C:19]([C:22]3[CH:27]=[CH:26][C:25]([Cl:28])=[CH:24][C:23]=3[F:29])([C:20]#[N:21])[CH:18]([CH2:30][C:31]([CH2:36][CH3:37])([CH2:34][OH:35])[CH2:32][CH3:33])[NH:17][CH:16]2[C:38](O)=[O:39])[CH:12]=[CH:13][CH:14]=1.CC1(C)[O:47][C@@H:46]([CH2:48][CH2:49][NH2:50])[CH2:45][O:44]1.CN(C(ON1N=NC2C=CC=NC1=2)=[N+](C)C)C.F[P-](F)(F)(F)(F)F.CCN(C(C)C)C(C)C.Cl, predict the reaction product. The product is: [OH:47][C@H:46]([CH2:45][OH:44])[CH2:48][CH2:49][NH:50][C:38]([CH:16]1[CH:15]([C:11]2[CH:12]=[CH:13][CH:14]=[C:9]([Cl:8])[C:10]=2[F:41])[C:19]([C:22]2[CH:27]=[CH:26][C:25]([Cl:28])=[CH:24][C:23]=2[F:29])([C:20]#[N:21])[CH:18]([CH2:30][C:31]([CH2:36][CH3:37])([CH2:34][OH:35])[CH2:32][CH3:33])[NH:17]1)=[O:39]. (7) Given the reactants [CH3:1][C:2]([CH3:8])([CH3:7])[C:3]([NH:5][NH2:6])=[O:4].Cl[C:10](=[O:15])[C:11]([O:13][CH3:14])=[O:12], predict the reaction product. The product is: [CH3:1][C:2]([CH3:8])([CH3:7])[C:3]([NH:5][NH:6][C:10](=[O:15])[C:11]([O:13][CH3:14])=[O:12])=[O:4]. (8) The product is: [C:11]([O:10][C:8]([N:5]1[CH2:4][CH2:3][CH:2]([NH:1][CH2:20][C:19]2[CH:22]=[CH:23][C:16]([Cl:15])=[CH:17][CH:18]=2)[CH2:7][CH2:6]1)=[O:9])([CH3:14])([CH3:13])[CH3:12]. Given the reactants [NH2:1][CH:2]1[CH2:7][CH2:6][N:5]([C:8]([O:10][C:11]([CH3:14])([CH3:13])[CH3:12])=[O:9])[CH2:4][CH2:3]1.[Cl:15][C:16]1[CH:23]=[CH:22][C:19]([CH2:20]Br)=[CH:18][CH:17]=1.C(N(CC)CC)C, predict the reaction product.